This data is from Forward reaction prediction with 1.9M reactions from USPTO patents (1976-2016). The task is: Predict the product of the given reaction. (1) Given the reactants [OH:1][CH2:2][C@@H:3]1[O:7][C:6](=[O:8])[N:5]([C:9]2[CH:14]=[CH:13][C:12]([N:15]3[CH2:20][CH2:19][O:18][CH2:17][C:16]3=[O:21])=[CH:11][CH:10]=2)[CH2:4]1.CCN(CC)CC.[CH3:29][S:30](Cl)(=[O:32])=[O:31], predict the reaction product. The product is: [CH3:29][S:30]([O:1][CH2:2][C@@H:3]1[O:7][C:6](=[O:8])[N:5]([C:9]2[CH:14]=[CH:13][C:12]([N:15]3[CH2:20][CH2:19][O:18][CH2:17][C:16]3=[O:21])=[CH:11][CH:10]=2)[CH2:4]1)(=[O:32])=[O:31]. (2) Given the reactants [Br:1][C:2]1[C:3](=[O:28])[N:4]([C:19]2[O:23][C:22]([C:24]([O:26]C)=[O:25])=[CH:21][CH:20]=2)[C:5]([CH3:18])=[CH:6][C:7]=1[O:8][CH2:9][C:10]1[CH:15]=[CH:14][C:13]([F:16])=[CH:12][C:11]=1[F:17].[OH-].[Na+].Cl.C(#N)C.O, predict the reaction product. The product is: [Br:1][C:2]1[C:3](=[O:28])[N:4]([C:19]2[O:23][C:22]([C:24]([OH:26])=[O:25])=[CH:21][CH:20]=2)[C:5]([CH3:18])=[CH:6][C:7]=1[O:8][CH2:9][C:10]1[CH:15]=[CH:14][C:13]([F:16])=[CH:12][C:11]=1[F:17]. (3) Given the reactants [NH2:1][C:2]1[C:10]2[C:9]([C:11]3[CH:16]=[CH:15][C:14]([Cl:17])=[C:13]([Cl:18])[CH:12]=3)=[N:8][C:7](S(C)=O)=[N:6][C:5]=2[S:4][C:3]=1[C:22]([NH2:24])=[O:23].[NH2:25][CH2:26][CH2:27][CH2:28][CH2:29][OH:30].C(N(CC)CC)C, predict the reaction product. The product is: [NH2:1][C:2]1[C:10]2[C:9]([C:11]3[CH:16]=[CH:15][C:14]([Cl:17])=[C:13]([Cl:18])[CH:12]=3)=[N:8][C:7]([NH:25][CH2:26][CH2:27][CH2:28][CH2:29][OH:30])=[N:6][C:5]=2[S:4][C:3]=1[C:22]([NH2:24])=[O:23]. (4) Given the reactants C([CH2:3][C:4](=O)[CH2:5][CH:6](Cl)[C:7]1[CH:12]=[CH:11][C:10]([N+:13]([O-:15])=[O:14])=[C:9]([N+:16]([O-:18])=[O:17])[CH:8]=1)C.[Br:21][C:22]1[CH:23]=[C:24]([CH:26]=[CH:27][CH:28]=1)[NH2:25].CN(C)C(=[O:33])C, predict the reaction product. The product is: [Br:21][C:22]1[CH:23]=[C:24]([N:25]2[CH:6]([C:7]3[CH:12]=[CH:11][C:10]([N+:13]([O-:15])=[O:14])=[C:9]([N+:16]([O-:18])=[O:17])[CH:8]=3)[CH2:5][CH2:4][C:3]2=[O:33])[CH:26]=[CH:27][CH:28]=1. (5) Given the reactants [CH2:1]([C:3]1[C:19]([F:20])=[CH:18][C:6]([O:7][C:8]2[CH:16]=[CH:15][C:11]([C:12]([OH:14])=O)=[CH:10][C:9]=2[F:17])=[C:5]([O:21][CH3:22])[CH:4]=1)[CH3:2].C(Cl)(=O)C(Cl)=O.[NH:29]1[CH2:34][CH2:33][NH:32][CH2:31][C:30]1=[O:35].C(N(C(C)C)CC)(C)C.Cl, predict the reaction product. The product is: [CH2:1]([C:3]1[C:19]([F:20])=[CH:18][C:6]([O:7][C:8]2[CH:16]=[CH:15][C:11]([C:12]([N:32]3[CH2:33][CH2:34][NH:29][C:30](=[O:35])[CH2:31]3)=[O:14])=[CH:10][C:9]=2[F:17])=[C:5]([O:21][CH3:22])[CH:4]=1)[CH3:2]. (6) The product is: [CH2:24]([O:23][C:21]([C:20]1[O:1][C:2]2[C:3]([CH:4]=[O:5])=[CH:6][C:7]([CH3:12])=[CH:8][C:9]=2[CH:10]=1)=[O:22])[CH3:25]. Given the reactants [OH:1][C:2]1[C:9]([CH:10]=O)=[CH:8][C:7]([CH3:12])=[CH:6][C:3]=1[CH:4]=[O:5].C(=O)([O-])[O-].[K+].[K+].Br[CH:20](C(OCC)=O)[C:21]([O:23][CH2:24][CH3:25])=[O:22], predict the reaction product.